This data is from Full USPTO retrosynthesis dataset with 1.9M reactions from patents (1976-2016). The task is: Predict the reactants needed to synthesize the given product. (1) The reactants are: [F:1][C:2]1[CH:7]=[CH:6][C:5]([C:8](=[O:13])[CH2:9][C:10](=[O:12])[CH3:11])=[CH:4][CH:3]=1.C(=O)([O-])[O-].[K+].[K+].Br[CH2:21][CH2:22][CH2:23][CH2:24][CH2:25][C:26]([O:28][CH2:29][CH3:30])=[O:27].Cl. Given the product [F:1][C:2]1[CH:3]=[CH:4][C:5]([C:8]([CH:9]([C:10](=[O:12])[CH3:11])[CH2:21][CH2:22][CH2:23][CH2:24][CH2:25][C:26]([O:28][CH2:29][CH3:30])=[O:27])=[O:13])=[CH:6][CH:7]=1, predict the reactants needed to synthesize it. (2) Given the product [F:38][C:37]1[CH:36]=[CH:35][CH:34]=[C:33]([F:39])[C:32]=1[C:31]([NH:30][C:27]1[CH:28]=[CH:29][C:24]([C:8]2[CH:9]=[C:5]([C:3]([O:2][CH3:1])=[O:4])[O:6][C:7]=2[CH3:11])=[CH:25][CH:26]=1)=[O:40], predict the reactants needed to synthesize it. The reactants are: [CH3:1][O:2][C:3]([C:5]1[O:6][C:7]([CH3:11])=[C:8](Br)[CH:9]=1)=[O:4].B(O)O.COC(C1SC(C)=C([C:24]2[CH:29]=[CH:28][C:27]([NH:30][C:31](=[O:40])[C:32]3[C:37]([F:38])=[CH:36][CH:35]=[CH:34][C:33]=3[F:39])=[CH:26][CH:25]=2)C=1)=O. (3) Given the product [O:1]1[C:2]2([CH2:3][CH2:4][N:5]([C:8]([O:10][C:11]([CH3:14])([CH3:13])[CH3:12])=[O:9])[CH2:6][CH2:7]2)[CH2:15]1, predict the reactants needed to synthesize it. The reactants are: [O:1]=[C:2]1[CH2:7][CH2:6][N:5]([C:8]([O:10][C:11]([CH3:14])([CH3:13])[CH3:12])=[O:9])[CH2:4][CH2:3]1.[CH3:15]C(C)([O-])C.[K+].[I-].C[S+](C)(C)=O. (4) Given the product [CH3:41][C:2]1([CH3:1])[CH2:11][CH:10]=[C:9]([C:12]2[CH:17]=[CH:16][CH:15]=[C:14]([OH:18])[CH:13]=2)[C:8]2[CH:7]=[C:6]([C:28]#[C:29][C:30]3[CH:31]=[CH:32][C:33]([C:34]([O:36][CH2:37][CH3:38])=[O:35])=[CH:39][CH:40]=3)[CH:5]=[CH:4][C:3]1=2, predict the reactants needed to synthesize it. The reactants are: [CH3:1][C:2]1([CH3:41])[CH2:11][CH:10]=[C:9]([C:12]2[CH:17]=[CH:16][CH:15]=[C:14]([O:18][Si](CC(CC)CC)(C)C)[CH:13]=2)[C:8]2[CH:7]=[C:6]([C:28]#[C:29][C:30]3[CH:40]=[CH:39][C:33]([C:34]([O:36][CH2:37][CH3:38])=[O:35])=[CH:32][CH:31]=3)[CH:5]=[CH:4][C:3]1=2.[F-].C([N+](CCCC)(CCCC)CCCC)CCC. (5) The reactants are: Cl.[N:2]1[N:3]([CH2:7][C:8]([OH:10])=O)[N:4]=[CH:5][CH:6]=1.[CH2:11]([C@H:18]1[CH2:22][NH:21][C@H:20]([C:23]([NH:25][C:26]2[CH:31]=[CH:30][C:29]([O:32][C:33]3[CH:38]=[CH:37][C:36]([F:39])=[CH:35][CH:34]=3)=[CH:28][CH:27]=2)=[O:24])[CH2:19]1)[C:12]1[CH:17]=[CH:16][CH:15]=[CH:14][CH:13]=1. Given the product [N:4]1[N:3]([CH2:7][C:8]([N:21]2[CH2:22][C@H:18]([CH2:11][C:12]3[CH:17]=[CH:16][CH:15]=[CH:14][CH:13]=3)[CH2:19][C@H:20]2[C:23]([NH:25][C:26]2[CH:31]=[CH:30][C:29]([O:32][C:33]3[CH:38]=[CH:37][C:36]([F:39])=[CH:35][CH:34]=3)=[CH:28][CH:27]=2)=[O:24])=[O:10])[N:2]=[CH:6][CH:5]=1, predict the reactants needed to synthesize it.